Dataset: Forward reaction prediction with 1.9M reactions from USPTO patents (1976-2016). Task: Predict the product of the given reaction. (1) Given the reactants [CH3:1][O:2][C:3]1[CH:4]=[CH:5][CH:6]=[C:7]2[C:12]=1[CH2:11][C@@H:10]([N:13]1[CH2:17][CH2:16][CH2:15][CH2:14]1)[CH2:9][CH2:8]2.C([O-])(=O)C.[Na+].[Br:23]Br, predict the reaction product. The product is: [Br:23][C:6]1[CH:5]=[CH:4][C:3]([O:2][CH3:1])=[C:12]2[C:7]=1[CH2:8][CH2:9][C@H:10]([N:13]1[CH2:17][CH2:16][CH2:15][CH2:14]1)[CH2:11]2. (2) The product is: [Cl:3][C:4]1[CH:36]=[CH:35][CH:34]=[C:33]([Cl:37])[C:5]=1[C:6]([NH:8][C@H:9]([C:29]([OH:31])=[O:30])[CH2:10][C:11]1[CH:16]=[CH:15][C:14]([O:17][CH2:18][CH2:19][CH2:20][NH:21][C:22]2[CH:27]=[CH:26][C:25]([CH3:28])=[CH:24][N:23]=2)=[CH:13][CH:12]=1)=[O:7]. Given the reactants [Li+].[OH-].[Cl:3][C:4]1[CH:36]=[CH:35][CH:34]=[C:33]([Cl:37])[C:5]=1[C:6]([NH:8][C@H:9]([C:29]([O:31]C)=[O:30])[CH2:10][C:11]1[CH:16]=[CH:15][C:14]([O:17][CH2:18][CH2:19][CH2:20][NH:21][C:22]2[CH:27]=[CH:26][C:25]([CH3:28])=[CH:24][N:23]=2)=[CH:13][CH:12]=1)=[O:7], predict the reaction product. (3) Given the reactants [F:1][C:2]1[N:10]=[C:9]2[C:5]([N:6]=[C:7]([CH2:11][C:12]3[C:20]([I:21])=[CH:19][C:15]4[O:16][CH2:17][O:18][C:14]=4[CH:13]=3)[NH:8]2)=[C:4]([NH2:22])[N:3]=1.C1C=CC(COC(/N=N/C(OCC2C=CC=CC=2)=O)=O)=CC=1.C1(P(C2C=CC=CC=2)C2C=CC=CC=2)C=CC=CC=1.O[CH2:65][CH2:66][CH2:67][CH2:68][C:69](=[O:71])[CH3:70], predict the reaction product. The product is: [NH2:22][C:4]1[N:3]=[C:2]([F:1])[N:10]=[C:9]2[C:5]=1[N:6]=[C:7]([CH2:11][C:12]1[C:20]([I:21])=[CH:19][C:15]3[O:16][CH2:17][O:18][C:14]=3[CH:13]=1)[N:8]2[CH2:65][CH2:66][CH2:67][CH2:68][C:69](=[O:71])[CH3:70]. (4) The product is: [NH2:46][C:41]1[CH:40]=[CH:39][CH:38]=[C:37]2[C:42]=1[CH:43]=[CH:44][CH:45]=[C:36]2[C:15]1[C:14]2[C:13]3[C:21](=[CH:22][C:10]([C:8]([N:5]4[CH2:4][CH2:3][N:2]([CH3:1])[CH2:7][CH2:6]4)=[O:9])=[CH:11][CH:12]=3)[NH:20][C:19]=2[C:18]([C:23]([NH2:25])=[O:24])=[CH:17][CH:16]=1. Given the reactants [CH3:1][N:2]1[CH2:7][CH2:6][N:5]([C:8]([C:10]2[CH:22]=[C:21]3[C:13]([C:14]4[C:15](B5OC(C)(C)C(C)(C)O5)=[CH:16][CH:17]=[C:18]([C:23]([NH2:25])=[O:24])[C:19]=4[NH:20]3)=[CH:12][CH:11]=2)=[O:9])[CH2:4][CH2:3]1.Br[C:36]1[CH:45]=[CH:44][CH:43]=[C:42]2[C:37]=1[CH:38]=[CH:39][CH:40]=[C:41]2[NH2:46].C(=O)([O-])[O-].[K+].[K+], predict the reaction product. (5) Given the reactants C(=O)(O)[O-].[Na+:5].[C:6]([O:10][C:11](=[O:26])[CH2:12]/[C:13](=[CH:17]\[CH2:18][CH2:19][C:20]1[CH:25]=[CH:24][CH:23]=[CH:22][CH:21]=1)/[C:14]([OH:16])=[O:15])([CH3:9])([CH3:8])[CH3:7], predict the reaction product. The product is: [Na+:5].[C:6]([O:10][C:11](=[O:26])[CH2:12][C@@H:13]([CH2:17][CH2:18][CH2:19][C:20]1[CH:21]=[CH:22][CH:23]=[CH:24][CH:25]=1)[C:14]([O-:16])=[O:15])([CH3:9])([CH3:7])[CH3:8]. (6) Given the reactants [CH2:1]([O:3][C:4](=[O:31])[C:5]([O:8][C:9]1[CH:14]=[CH:13][C:12]([O:15][CH2:16][CH2:17][C:18]2[N:19]=[C:20]([C:24]3[CH:29]=[CH:28][C:27]([OH:30])=[CH:26][CH:25]=3)[O:21][C:22]=2[CH3:23])=[CH:11][CH:10]=1)([CH3:7])[CH3:6])[CH3:2].[CH3:32]I.[OH-].[Na+], predict the reaction product. The product is: [CH2:1]([O:3][C:4](=[O:31])[C:5]([O:8][C:9]1[CH:10]=[CH:11][C:12]([O:15][CH2:16][CH2:17][C:18]2[N:19]=[C:20]([C:24]3[CH:29]=[CH:28][C:27]([O:30][CH3:32])=[CH:26][CH:25]=3)[O:21][C:22]=2[CH3:23])=[CH:13][CH:14]=1)([CH3:7])[CH3:6])[CH3:2]. (7) Given the reactants [Cl:29][C:26]1[CH:27]=[CH:28][C:23]([S:22][S:22][C:23]2[CH:28]=[CH:27][C:26]([Cl:29])=[CH:25][C:24]=2[NH:30][S:31]([C:34]2[O:35][C:36]3[CH:42]=[CH:41][CH:40]=[CH:39][C:37]=3[CH:38]=2)(=[O:33])=[O:32])=[C:24]([NH:30][S:31]([C:34]2[O:35][C:36]3[CH:42]=[CH:41][CH:40]=[CH:39][C:37]=3[CH:38]=2)(=[O:33])=[O:32])[CH:25]=1.Br[CH2:44][C:45]1[CH:50]=[CH:49][CH:48]=[C:47]([N+:51]([O-:53])=[O:52])[CH:46]=1, predict the reaction product. The product is: [Cl:29][C:26]1[CH:27]=[CH:28][C:23]([S:22][CH2:44][C:45]2[CH:50]=[CH:49][CH:48]=[C:47]([N+:51]([O-:53])=[O:52])[CH:46]=2)=[C:24]([NH:30][S:31]([C:34]2[O:35][C:36]3[CH:42]=[CH:41][CH:40]=[CH:39][C:37]=3[CH:38]=2)(=[O:33])=[O:32])[CH:25]=1. (8) Given the reactants [Br:1][C:2]1[C:6]2[CH:7]=[N:8][C:9]([C:11]([O:13]C)=[O:12])=[CH:10][C:5]=2[N:4]([CH2:15][CH3:16])[CH:3]=1.Cl, predict the reaction product. The product is: [Br:1][C:2]1[C:6]2[CH:7]=[N:8][C:9]([C:11]([OH:13])=[O:12])=[CH:10][C:5]=2[N:4]([CH2:15][CH3:16])[CH:3]=1. (9) Given the reactants [NH2:1][C:2]1[N:7]=[C:6]([Cl:8])[CH:5]=[C:4](Cl)[N:3]=1.[F:10][C:11]([F:26])([F:25])[CH:12]([C:14]1[CH:19]=[CH:18][CH:17]=[CH:16][C:15]=1[N:20]1[CH:24]=[CH:23][N:22]=[CH:21]1)[OH:13].[H-].[Na+], predict the reaction product. The product is: [Cl:8][C:6]1[CH:5]=[C:4]([O:13][CH:12]([C:14]2[CH:19]=[CH:18][CH:17]=[CH:16][C:15]=2[N:20]2[CH:24]=[CH:23][N:22]=[CH:21]2)[C:11]([F:10])([F:26])[F:25])[N:3]=[C:2]([NH2:1])[N:7]=1.